Dataset: Catalyst prediction with 721,799 reactions and 888 catalyst types from USPTO. Task: Predict which catalyst facilitates the given reaction. (1) Reactant: [CH2:1]([O:8][C:9]1[C:10]([NH:16][C:17]2[S:18][CH:19]=[C:20]([CH3:22])[N:21]=2)=[N:11][CH:12]=[C:13](Br)[CH:14]=1)[C:2]1[CH:7]=[CH:6][CH:5]=[CH:4][CH:3]=1.C1(P(C2C=CC=CC=2)C2C3OC4C(=CC=CC=4P(C4C=CC=CC=4)C4C=CC=CC=4)C(C)(C)C=3C=CC=2)C=CC=CC=1.C(N(C(C)C)C(C)C)C.[Cl:74][C:75]1[CH:80]=[CH:79][CH:78]=[CH:77][C:76]=1[SH:81]. Product: [ClH:74].[CH2:1]([O:8][C:9]1[C:10]([NH:16][C:17]2[S:18][CH:19]=[C:20]([CH3:22])[N:21]=2)=[N:11][CH:12]=[C:13]([S:81][C:76]2[CH:77]=[CH:78][CH:79]=[CH:80][C:75]=2[Cl:74])[CH:14]=1)[C:2]1[CH:7]=[CH:6][CH:5]=[CH:4][CH:3]=1. The catalyst class is: 110. (2) Reactant: [C:1]([N:18]([CH:23]1[C:31]2[C:26](=[CH:27][CH:28]=[CH:29][CH:30]=2)[CH2:25][CH2:24]1)[CH2:19][C:20]([OH:22])=[O:21])([O:3][CH2:4][CH:5]1[C:17]2[C:12](=[CH:13][CH:14]=[CH:15][CH:16]=2)[C:11]2[C:6]1=[CH:7][CH:8]=[CH:9][CH:10]=2)=[O:2].CN([CH:35]=[O:36])C.C[N:38]1[CH2:43][CH2:42][O:41]CC1.[CH2:44](Cl)[CH2:45]Cl. Product: [C:1]([N:18]([CH:23]1[C:31]2[C:26](=[CH:27][CH:28]=[CH:29][CH:30]=2)[CH2:25][CH2:24]1)[CH2:19][C:20]([OH:22])=[O:21])([O:3][CH2:4][CH:5]1[C:6]2[C:11](=[CH:10][CH:9]=[CH:8][CH:7]=2)[C:12]2[C:17]1=[CH:16][CH:15]=[CH:14][CH:13]=2)=[O:2].[NH2:38][C@H:43]([C:42]([O:36][CH2:35][CH:44]=[CH2:45])=[O:41])[CH:5]([CH3:6])[CH3:4]. The catalyst class is: 64. (3) Reactant: [CH2:1]([C:3]1[CH:18]=[CH:17][C:6]([O:7][C@@H:8]([CH3:16])[CH2:9][CH2:10][O:11]S(C)(=O)=O)=[C:5]([O:19][C:20]2[CH:25]=[CH:24][CH:23]=[CH:22][CH:21]=2)[CH:4]=1)[CH3:2].C([O:28][C:29](=[O:40])[CH2:30][CH2:31][C:32]1[CH:33]=[N:34][C:35](O)=[CH:36][C:37]=1[CH3:38])C.C(=O)([O-])[O-].[Cs+].[Cs+].[OH-].[Na+]. Product: [CH2:1]([C:3]1[CH:18]=[CH:17][C:6]([O:7][C@H:8]([CH3:16])[CH2:9][CH2:10][O:11][C:35]2[N:34]=[CH:33][C:32]([CH2:31][CH2:30][C:29]([OH:40])=[O:28])=[C:37]([CH3:38])[CH:36]=2)=[C:5]([O:19][C:20]2[CH:25]=[CH:24][CH:23]=[CH:22][CH:21]=2)[CH:4]=1)[CH3:2]. The catalyst class is: 3.